From a dataset of Forward reaction prediction with 1.9M reactions from USPTO patents (1976-2016). Predict the product of the given reaction. Given the reactants [NH2:1][C:2]1[CH:10]=[CH:9][C:8]([F:11])=[CH:7][C:3]=1[C:4]([OH:6])=O.N1[CH:16]=[CH:15]N=C1.C(Cl)(=O)C.Cl.[NH2:22][CH:23]1[CH2:28][CH2:27][C:26](=[O:29])[NH:25][C:24]1=[O:30].P(OC1C=CC=CC=1)(OC1C=CC=CC=1)OC1C=CC=CC=1, predict the reaction product. The product is: [F:11][C:8]1[CH:7]=[C:3]2[C:2](=[CH:10][CH:9]=1)[N:1]=[C:15]([CH3:16])[N:22]([CH:23]1[CH2:28][CH2:27][C:26](=[O:29])[NH:25][C:24]1=[O:30])[C:4]2=[O:6].